Task: Predict the reactants needed to synthesize the given product.. Dataset: Full USPTO retrosynthesis dataset with 1.9M reactions from patents (1976-2016) (1) The reactants are: [CH2:1]([N:5]1[C:10]2[CH:11]=[C:12]([C:19]([N:21]([CH:35]([CH3:37])[CH3:36])[C@@H:22]3[CH2:27][CH2:26][CH2:25][N:24]([C:28]([O:30][C:31]([CH3:34])([CH3:33])[CH3:32])=[O:29])[CH2:23]3)=[O:20])[C:13]([C:15]([F:18])([F:17])[F:16])=[CH:14][C:9]=2[O:8][C:7]([CH3:39])([CH3:38])[C:6]1=[O:40])[CH2:2][CH:3]=[CH2:4].ClC1C=CC=C(C(OO)=[O:49])C=1.O. Given the product [CH3:39][C:7]1([CH3:38])[C:6](=[O:40])[N:5]([CH2:1][CH2:2][CH:3]2[CH2:4][O:49]2)[C:10]2[CH:11]=[C:12]([C:19]([N:21]([CH:35]([CH3:36])[CH3:37])[C@@H:22]3[CH2:27][CH2:26][CH2:25][N:24]([C:28]([O:30][C:31]([CH3:32])([CH3:34])[CH3:33])=[O:29])[CH2:23]3)=[O:20])[C:13]([C:15]([F:17])([F:16])[F:18])=[CH:14][C:9]=2[O:8]1, predict the reactants needed to synthesize it. (2) The reactants are: [F:1][C:2]([F:9])([F:8])[C:3]1[CH:4]=[N:5][NH:6][CH:7]=1.[H-].[Na+].F[C:13]1[CH:18]=[CH:17][CH:16]=[C:15]([O:19][C:20]2[N:24]([CH3:25])[N:23]=[C:22]([C:26]([F:29])([F:28])[F:27])[CH:21]=2)[N:14]=1.O. Given the product [CH3:25][N:24]1[C:20]([O:19][C:15]2[CH:16]=[CH:17][CH:18]=[C:13]([N:5]3[CH:4]=[C:3]([C:2]([F:9])([F:8])[F:1])[CH:7]=[N:6]3)[N:14]=2)=[CH:21][C:22]([C:26]([F:29])([F:27])[F:28])=[N:23]1, predict the reactants needed to synthesize it.